From a dataset of Catalyst prediction with 721,799 reactions and 888 catalyst types from USPTO. Predict which catalyst facilitates the given reaction. (1) Reactant: [NH2:1][C:2]1[NH:6][N:5]=[CH:4][C:3]=1[C:7]#[N:8].[F:9][C:10]1[CH:17]=[CH:16][C:13]([CH:14]=O)=[C:12]([O:18][CH3:19])[CH:11]=1.[N:20]#[C-:21].[CH2:22]1[CH2:26][CH2:25][CH2:24][CH2:23]1.Cl(O)(=O)(=O)=O. Product: [CH:22]1([NH:20][C:21]2[N:6]3[N:5]=[CH:4][C:3]([C:7]#[N:8])=[C:2]3[NH:1][C:14]=2[C:13]2[CH:16]=[CH:17][C:10]([F:9])=[CH:11][C:12]=2[O:18][CH3:19])[CH2:26][CH2:25][CH2:24][CH2:23]1. The catalyst class is: 5. (2) Reactant: [CH:1]1[C:6]([C:7](/[C:9](/Cl)=[N:10]/[OH:11])=[O:8])=[CH:5][CH:4]=[C:3]([Cl:13])[CH:2]=1.[F:14][C:15]([F:25])([F:24])[C:16]([C:20]([F:23])([F:22])[F:21])([OH:19])[CH:17]=[CH2:18].C(N(CC)CC)C. Product: [Cl:13][C:3]1[CH:4]=[CH:5][C:6]([C:7]([C:9]2[CH2:18][CH:17]([C:16]([OH:19])([C:15]([F:24])([F:14])[F:25])[C:20]([F:21])([F:23])[F:22])[O:11][N:10]=2)=[O:8])=[CH:1][CH:2]=1. The catalyst class is: 1.